From a dataset of Catalyst prediction with 721,799 reactions and 888 catalyst types from USPTO. Predict which catalyst facilitates the given reaction. (1) Reactant: [CH3:1][NH:2][CH2:3][CH2:4][CH2:5][CH2:6][CH2:7][CH2:8][CH2:9][CH2:10][CH2:11][CH2:12][CH2:13]O.[OH-:15].[Na+].[C:17](Cl)(=[O:20])[CH:18]=[CH2:19]. Product: [OH:15][CH2:13][CH2:12][CH2:11][CH2:10][CH2:9][CH2:8][CH2:7][CH2:6][CH2:5][CH2:4][CH2:3][N:2]([CH3:1])[C:17](=[O:20])[CH:18]=[CH2:19]. The catalyst class is: 46. (2) Product: [CH2:1]1[C:10]2[C:5](=[CH:6][CH:7]=[CH:8][CH:9]=2)[CH2:4][CH2:3][N:2]1[CH2:11][CH:12]([OH:37])[CH2:13][NH:14][C:15](=[O:16])[C:17]1[CH:36]=[CH:35][CH:34]=[C:19]([CH2:20][N:21]2[CH2:22][CH2:23][NH:24][CH2:25][CH2:26]2)[CH:18]=1. The catalyst class is: 157. Reactant: [CH2:1]1[C:10]2[C:5](=[CH:6][CH:7]=[CH:8][CH:9]=2)[CH2:4][CH2:3][N:2]1[CH2:11][CH:12]([OH:37])[CH2:13][NH:14][C:15]([C:17]1[CH:18]=[C:19]([CH:34]=[CH:35][CH:36]=1)[CH2:20][N:21]1[CH2:26][CH2:25][N:24](C(OC(C)(C)C)=O)[CH2:23][CH2:22]1)=[O:16]. (3) Reactant: [NH2:1][C:2]1[CH:10]=[N:9][CH:8]=[CH:7][C:3]=1[C:4]([OH:6])=[O:5].S(=O)(=O)(O)O.[OH-].[Na+].[CH:18](=O)[C:19]1[CH:24]=[CH:23][CH:22]=[CH:21][CH:20]=1.C([BH3-])#N.[Na+].[CH2:30](O)[CH3:31]. Product: [C:19]1([CH2:18][NH:1][C:2]2[CH:10]=[N:9][CH:8]=[CH:7][C:3]=2[C:4]([O:6][CH2:30][CH3:31])=[O:5])[CH:24]=[CH:23][CH:22]=[CH:21][CH:20]=1. The catalyst class is: 15. (4) Reactant: Cl[C:2]([O:4][C:5]1[CH:10]=[CH:9][C:8]([N+:11]([O-:13])=[O:12])=[CH:7][CH:6]=1)=[O:3].Cl.[NH2:15][CH2:16][CH2:17][C:18]([O:20][CH2:21][CH3:22])=[O:19].N1C=CC=CC=1.O. Product: [N+:11]([C:8]1[CH:9]=[CH:10][C:5]([O:4][C:2]([NH:15][CH2:16][CH2:17][C:18]([O:20][CH2:21][CH3:22])=[O:19])=[O:3])=[CH:6][CH:7]=1)([O-:13])=[O:12]. The catalyst class is: 4. (5) Reactant: C[O:2][C:3]1([C:14]2[CH:19]=[CH:18][C:17]([CH3:20])=[C:16]([CH2:21][C:22]3[S:23][C:24]([C:27]4[CH:32]=[CH:31][C:30]([F:33])=[CH:29][CH:28]=4)=[CH:25][CH:26]=3)[CH:15]=2)[O:11][C@H:10]([CH2:12][OH:13])[C@@H:8]([OH:9])[C@H:6]([OH:7])[C@H:4]1[OH:5].C([SiH](CC)CC)C.B(F)(F)F.C(=O)([O-])O.[Na+]. Product: [OH2:2].[C@@H:3]1([C:14]2[CH:19]=[CH:18][C:17]([CH3:20])=[C:16]([CH2:21][C:22]3[S:23][C:24]([C:27]4[CH:28]=[CH:29][C:30]([F:33])=[CH:31][CH:32]=4)=[CH:25][CH:26]=3)[CH:15]=2)[O:11][C@H:10]([CH2:12][OH:13])[C@@H:8]([OH:9])[C@H:6]([OH:7])[C@H:4]1[OH:5].[C@@H:3]1([C:14]2[CH:19]=[CH:18][C:17]([CH3:20])=[C:16]([CH2:21][C:22]3[S:23][C:24]([C:27]4[CH:28]=[CH:29][C:30]([F:33])=[CH:31][CH:32]=4)=[CH:25][CH:26]=3)[CH:15]=2)[O:11][C@H:10]([CH2:12][OH:13])[C@@H:8]([OH:9])[C@H:6]([OH:7])[C@H:4]1[OH:5]. The catalyst class is: 4. (6) Reactant: [Cl:1][CH2:2][CH2:3][N:4]=[C:5]=[O:6].[CH2:7]([NH2:10])[CH:8]=[CH2:9]. Product: [CH2:7]([NH:10][C:5]([NH:4][CH2:3][CH2:2][Cl:1])=[O:6])[CH:8]=[CH2:9]. The catalyst class is: 1. (7) Reactant: [CH3:1][O:2][C:3]([C:5]1[N:6]=[C:7](I)[C:8]2[C:13]([C:14]=1[OH:15])=[CH:12][CH:11]=[C:10]([O:16][C:17]1[CH:22]=[CH:21][CH:20]=[CH:19][C:18]=1[O:23][CH3:24])[CH:9]=2)=[O:4].[C:26]([Cu])#[N:27].C(Cl)Cl. Product: [CH3:1][O:2][C:3]([C:5]1[N:6]=[C:7]([C:26]#[N:27])[C:8]2[C:13]([C:14]=1[OH:15])=[CH:12][CH:11]=[C:10]([O:16][C:17]1[CH:22]=[CH:21][CH:20]=[CH:19][C:18]=1[O:23][CH3:24])[CH:9]=2)=[O:4]. The catalyst class is: 3.